This data is from Forward reaction prediction with 1.9M reactions from USPTO patents (1976-2016). The task is: Predict the product of the given reaction. (1) Given the reactants CC(C)([O-])C.[Na+].[NH:7]1[CH2:12][CH2:11][O:10][CH2:9][CH2:8]1.[Br:13][CH:14](Br)[CH2:15][CH2:16][CH2:17][CH2:18][CH3:19], predict the reaction product. The product is: [Br:13][CH2:14][CH2:15][CH2:16][CH2:17][CH2:18][CH2:19][N:7]1[CH2:12][CH2:11][O:10][CH2:9][CH2:8]1. (2) Given the reactants [C:1]([C:4]1[C:5](Cl)=[N:6][CH:7]=[CH:8][CH:9]=1)(=[O:3])[CH3:2].[NH2:11][C:12]1[CH:16]=[CH:15][N:14]([CH3:17])[N:13]=1.Cl[C:19]1[C:28]2[C:23](=[CH:24][CH:25]=[C:26]([OH:29])[CH:27]=2)[N:22]=[CH:21][N:20]=1, predict the reaction product. The product is: [CH3:17][N:14]1[CH:15]=[CH:16][C:12]([NH:11][C:19]2[C:28]3[C:23](=[CH:24][CH:25]=[C:26]([O:29][C:5]4[C:4]([C:1](=[O:3])[CH3:2])=[CH:9][CH:8]=[CH:7][N:6]=4)[CH:27]=3)[N:22]=[CH:21][N:20]=2)=[N:13]1.